From a dataset of Catalyst prediction with 721,799 reactions and 888 catalyst types from USPTO. Predict which catalyst facilitates the given reaction. (1) Reactant: [O:1]1[CH2:6][CH2:5][C:4](=[C:7]([C:10]2[CH:11]=[N:12][C:13]([C:16]([F:19])([F:18])[F:17])=[CH:14][CH:15]=2)[C:8]#[N:9])[CH2:3][CH2:2]1.N. Product: [O:1]1[CH2:2][CH2:3][CH:4]([CH:7]([C:10]2[CH:11]=[N:12][C:13]([C:16]([F:19])([F:17])[F:18])=[CH:14][CH:15]=2)[CH2:8][NH2:9])[CH2:5][CH2:6]1. The catalyst class is: 94. (2) Reactant: [CH2:1]([O:8][C:9]1[CH:10]=[C:11]([CH:14]=[C:15]([C:17]([F:20])([F:19])[F:18])[CH:16]=1)[CH:12]=O)[C:2]1[CH:7]=[CH:6][CH:5]=[CH:4][CH:3]=1.Cl.[NH2:22][OH:23].C(N(CC)CC)C. Product: [CH2:1]([O:8][C:9]1[CH:10]=[C:11]([CH:14]=[C:15]([C:17]([F:20])([F:19])[F:18])[CH:16]=1)[CH:12]=[N:22][OH:23])[C:2]1[CH:7]=[CH:6][CH:5]=[CH:4][CH:3]=1. The catalyst class is: 10.